This data is from Full USPTO retrosynthesis dataset with 1.9M reactions from patents (1976-2016). The task is: Predict the reactants needed to synthesize the given product. (1) The reactants are: [Cl:1][C:2]1[C:7]([C:8](O)=[O:9])=[C:6]([F:11])[C:5]([NH:12][S:13]([CH2:16][CH2:17][CH3:18])(=[O:15])=[O:14])=[CH:4][CH:3]=1.CN(C)C=O.[Cl:24]CCl. Given the product [Cl:1][C:2]1[C:7]([C:8]([Cl:24])=[O:9])=[C:6]([F:11])[C:5]([NH:12][S:13]([CH2:16][CH2:17][CH3:18])(=[O:15])=[O:14])=[CH:4][CH:3]=1, predict the reactants needed to synthesize it. (2) Given the product [CH2:25]([O:24][C:22](=[O:23])[CH2:21][C:17]1[CH:18]=[CH:19][CH:20]=[C:15]([O:14][CH2:42]/[CH:41]=[C:40](/[C:37]2[CH:38]=[CH:39][C:34]([C:31]3[CH:30]=[CH:29][C:28]([Br:27])=[CH:33][CH:32]=3)=[CH:35][CH:36]=2)\[CH3:44])[CH:16]=1)[CH3:26], predict the reactants needed to synthesize it. The reactants are: C(P(CCCC)CCCC)CCC.[OH:14][C:15]1[CH:16]=[C:17]([CH2:21][C:22]([O:24][CH2:25][CH3:26])=[O:23])[CH:18]=[CH:19][CH:20]=1.[Br:27][C:28]1[CH:33]=[CH:32][C:31]([C:34]2[CH:39]=[CH:38][C:37](/[C:40](/[CH3:44])=[CH:41]/[CH2:42]O)=[CH:36][CH:35]=2)=[CH:30][CH:29]=1. (3) Given the product [CH3:1][O:2][CH:3]1[CH2:12][CH2:11][C:10]2[CH:9]=[C:8]([CH2:13][O:14][C:15]3[CH:20]=[CH:19][C:18]([C@@H:21]([C:27]4[N:31]([CH3:32])[CH:30]=[N:29][N:28]=4)[CH2:22][C:23]([OH:25])=[O:24])=[CH:17][CH:16]=3)[CH:7]=[CH:6][C:5]=2[CH2:4]1, predict the reactants needed to synthesize it. The reactants are: [CH3:1][O:2][CH:3]1[CH2:12][CH2:11][C:10]2[CH:9]=[C:8]([CH2:13][O:14][C:15]3[CH:20]=[CH:19][C:18]([C@@H:21]([C:27]4[N:31]([CH3:32])[CH:30]=[N:29][N:28]=4)[CH2:22][C:23]([O:25]C)=[O:24])=[CH:17][CH:16]=3)[CH:7]=[CH:6][C:5]=2[CH2:4]1.[OH-].[Na+].Cl. (4) Given the product [OH:15][CH2:14][C@H:12]1[S:11][C:10]([NH:16][C:17](=[O:23])[O:18][C:19]([CH3:22])([CH3:21])[CH3:20])=[N:9][C@:8]([CH3:24])([C:4]2[CH:5]=[CH:6][CH:7]=[C:2]([C:29]3[CH:30]=[N:25][CH:26]=[N:27][CH:28]=3)[CH:3]=2)[CH2:13]1, predict the reactants needed to synthesize it. The reactants are: Br[C:2]1[CH:3]=[C:4]([C@:8]2([CH3:24])[CH2:13][C@@H:12]([CH2:14][OH:15])[S:11][C:10]([NH:16][C:17](=[O:23])[O:18][C:19]([CH3:22])([CH3:21])[CH3:20])=[N:9]2)[CH:5]=[CH:6][CH:7]=1.[N:25]1[CH:30]=[C:29](B(O)O)[CH:28]=[N:27][CH:26]=1.C(=O)([O-])[O-].[Cs+].[Cs+].